This data is from Forward reaction prediction with 1.9M reactions from USPTO patents (1976-2016). The task is: Predict the product of the given reaction. (1) Given the reactants [F:1][C:2]1[C:7]([F:8])=[C:6]([F:9])[CH:5]=[CH:4][C:3]=1[N:10]1[C:14]2[CH:15]=[CH:16][CH:17]=[CH:18][C:13]=2[NH:12][S:11]1(=[O:20])=[O:19].C1(P(C2C=CC=CC=2)C2C=CC=CC=2)C=CC=CC=1.[Br:40][CH2:41][CH2:42][CH2:43]O.CC(OC(/N=N/C(OC(C)C)=O)=O)C, predict the reaction product. The product is: [Br:40][CH2:41][CH2:42][CH2:43][N:12]1[C:13]2[CH:18]=[CH:17][CH:16]=[CH:15][C:14]=2[N:10]([C:3]2[CH:4]=[CH:5][C:6]([F:9])=[C:7]([F:8])[C:2]=2[F:1])[S:11]1(=[O:19])=[O:20]. (2) The product is: [CH:1]1[C:10]2[C:5](=[CH:6][CH:7]=[CH:8][CH:9]=2)[CH:4]=[CH:3][N:2]=1.[CH2:11]1[C@@H:15]([CH2:16][CH2:17][CH2:18][CH2:19][C:20]([OH:22])=[O:21])[S:14][S:13][CH2:12]1. Given the reactants [CH:1]1[C:10]2[C:5](=[CH:6][CH:7]=[CH:8][CH:9]=2)[CH:4]=[CH:3][N:2]=1.[CH2:11]1[C@@H:15]([CH2:16][CH2:17][CH2:18][CH2:19][C:20]([OH:22])=[O:21])[S:14][S:13][CH2:12]1, predict the reaction product. (3) Given the reactants [Br:1][C:2]1[O:6][C:5]2[CH:7]=[C:8](Br)[S:9][C:4]=2[CH:3]=1.[C:11]([O:15][C:16]([N:18]1[C:22]([Sn](CCCC)(CCCC)CCCC)=[CH:21][N:20]=[C:19]1[C@@H:36]1[CH2:40][CH2:39][CH2:38][N:37]1[C:41]([O:43][C:44]([CH3:47])([CH3:46])[CH3:45])=[O:42])=[O:17])([CH3:14])([CH3:13])[CH3:12].C(OC(N1CCC[C@H]1C1NC(C2SC3C=C(C4C=CC(C5NC([C@@H]6CCCN6C(=O)[C@@H](NC(OC)=O)C(C)C)=NC=5)=CC=4)SC=3C=2)=CN=1)=O)(C)(C)C, predict the reaction product. The product is: [C:11]([O:15][C:16]([N:18]1[CH:22]=[C:21]([C:8]2[S:9][C:4]3[CH:3]=[C:2]([Br:1])[O:6][C:5]=3[CH:7]=2)[N:20]=[C:19]1[C@@H:36]1[CH2:40][CH2:39][CH2:38][N:37]1[C:41]([O:43][C:44]([CH3:47])([CH3:46])[CH3:45])=[O:42])=[O:17])([CH3:14])([CH3:13])[CH3:12]. (4) Given the reactants CC([N:5]([C@H:9]([C:14]([NH:16][CH2:17][CH2:18][C@H:19]([OH:31])[CH2:20][N:21]1CC2C(=CC=CC=2)C1=O)=[O:15])[CH2:10][CH:11]([CH3:13])[CH3:12])[C:6](=[O:8])[O-:7])(C)C.NN, predict the reaction product. The product is: [NH2:21][CH2:20][C@@H:19]([OH:31])[CH2:18][CH2:17][NH:16][C:14](=[O:15])[C@H:9]([CH2:10][CH:11]([CH3:12])[CH3:13])[NH:5][C:6]([O:7][C:11]([CH3:13])([CH3:12])[CH3:10])=[O:8]. (5) Given the reactants Cl.[N:2]1[C:11]2[NH:10][CH2:9][CH2:8][CH2:7][C:6]=2[CH:5]=[CH:4][C:3]=1[CH2:12][CH2:13][CH2:14][CH2:15][C:16]([OH:18])=O.CN1C[CH2:24][O:23]CC1.CN([P+](ON1N=N[C:43]2[C:38]1=[CH:39][CH:40]=[CH:41][CH:42]=2)(N(C)C)N(C)C)C.[F:46][P-](F)(F)(F)(F)F.[Li+].[OH-:54].[CH3:55][C:56]#[N:57], predict the reaction product. The product is: [F:46][C:43]1[CH:42]=[C:41]([CH:55]([CH2:56][NH:57][C:16](=[O:18])[CH2:15][CH2:14][CH2:13][CH2:12][C:3]2[CH:4]=[CH:5][C:6]3[CH2:7][CH2:8][CH2:9][NH:10][C:11]=3[N:2]=2)[C:24]([OH:23])=[O:54])[CH:40]=[CH:39][CH:38]=1. (6) The product is: [Cl:35][C:28]1[CH:27]=[C:26]([CH:31]=[CH:30][C:29]=1[O:32][CH2:33][CH3:34])[CH2:25][N:9]1[CH2:10][CH2:11][C:12]2[C:17](=[CH:16][CH:15]=[C:14]([CH:18]([NH:20][C:21](=[O:23])[CH3:22])[CH3:19])[CH:13]=2)[CH2:8]1. Given the reactants OC(C(F)(F)F)=O.[CH2:8]1[C:17]2[C:12](=[CH:13][C:14]([CH:18]([NH:20][C:21](=[O:23])[CH3:22])[CH3:19])=[CH:15][CH:16]=2)[CH2:11][CH2:10][NH:9]1.Br[CH2:25][C:26]1[CH:31]=[CH:30][C:29]([O:32][CH2:33][CH3:34])=[C:28]([Cl:35])[CH:27]=1, predict the reaction product. (7) The product is: [Cl:1][C:2]1[CH:7]=[CH:6][C:5]([N:8]2[C:12]([CH:13]([CH3:15])[CH3:14])=[C:11]([NH2:26])[CH:10]=[N:9]2)=[CH:4][CH:3]=1. Given the reactants [Cl:1][C:2]1[CH:7]=[CH:6][C:5]([N:8]2[C:12]([CH:13]([CH3:15])[CH3:14])=[C:11](C(O)=O)[CH:10]=[N:9]2)=[CH:4][CH:3]=1.C(Cl)(=O)C(Cl)=O.C[N:26](C=O)C.[N-]=[N+]=[N-].[Na+], predict the reaction product.